Predict the reaction yield, written as a fraction of the theoretical maximum amount of product (1.0 means a 100% yield; for example, 0.34 means a 34% yield). From a dataset of Reaction yield outcomes from USPTO patents with 853,638 reactions. (1) The reactants are [NH2:1][C:2]1[CH:7]=[CH:6][C:5]([NH2:8])=[CH:4][CH:3]=1.[CH2:9]([N:11]=[C:12]=[O:13])[CH3:10].C(=O)([O-])[O-].[K+].[K+]. The catalyst is C1COCC1. The product is [CH2:9]([NH:11][C:12]([NH:1][C:2]1[CH:7]=[CH:6][C:5]([NH2:8])=[CH:4][CH:3]=1)=[O:13])[CH3:10]. The yield is 0.620. (2) The reactants are C([O:8][C:9]([CH:11]1[CH2:16][CH2:15][N:14]([S:17]([CH3:20])(=[O:19])=[O:18])[CH2:13][CH2:12]1)=[O:10])C1C=CC=CC=1. The catalyst is C(OCC)(=O)C.CO.[Pd]. The product is [CH3:20][S:17]([N:14]1[CH2:15][CH2:16][CH:11]([C:9]([OH:10])=[O:8])[CH2:12][CH2:13]1)(=[O:19])=[O:18]. The yield is 0.730. (3) The reactants are [NH2:1][C:2]1([C:5]#[N:6])[CH2:4][CH2:3]1.[C:7](Cl)(=[O:23])[CH2:8][CH2:9][CH2:10][CH2:11][CH2:12][CH2:13][CH2:14][CH2:15][CH2:16][CH2:17][CH2:18][CH2:19][CH2:20][CH2:21][CH3:22]. No catalyst specified. The product is [C:5]([C:2]1([NH:1][C:7](=[O:23])[CH2:8][CH2:9][CH2:10][CH2:11][CH2:12][CH2:13][CH2:14][CH2:15][CH2:16][CH2:17][CH2:18][CH2:19][CH2:20][CH2:21][CH3:22])[CH2:4][CH2:3]1)#[N:6]. The yield is 0.770. (4) The reactants are [CH3:1][S:2]([N:5]([C:10]1[CH:19]=[CH:18][CH:17]=[C:16]2[C:11]=1[CH:12]=[CH:13][C:14]([S:25]([O-:28])(=[O:27])=[O:26])=[C:15]2[O:20][S:21]([CH3:24])(=[O:23])=[O:22])[S:6]([CH3:9])(=[O:8])=[O:7])(=[O:4])=[O:3].[OH-].[Na+:30].CS(Cl)(=O)=O. The catalyst is O. The product is [CH3:1][S:2]([N:5]([C:10]1[CH:19]=[CH:18][CH:17]=[C:16]2[C:11]=1[CH:12]=[CH:13][C:14]([S:25]([O-:28])(=[O:26])=[O:27])=[C:15]2[O:20][S:21]([CH3:24])(=[O:22])=[O:23])[S:6]([CH3:9])(=[O:8])=[O:7])(=[O:3])=[O:4].[Na+:30]. The yield is 0.703. (5) The reactants are NC1([N+]([O-])=O)C=CC(Cl)=NC1[CH2:9][CH:10]([OH:12])[CH3:11].[C:16]([N:23]1[CH:27]=[CH:26][N:25]=[CH:24]1)(N1C=CN=C1)=[O:17].[ClH:28].[CH2:29]1[CH2:33]OCC1. No catalyst specified. The product is [Cl:28][C:24]1[N:25]=[C:26]2[C:27](=[CH:33][CH:29]=1)[NH:23][C:16](=[O:17])[O:12][C:10]2([CH3:11])[CH3:9]. The yield is 0.560. (6) The reactants are [C:1]([OH:4])(=[O:3])[CH3:2].[CH3:5][CH:6]([CH2:9][CH3:10])[CH:7]=[O:8]. The catalyst is O1CCCC1. The product is [OH:8][CH:7]([CH:6]([CH3:5])[CH2:9][CH3:10])[CH2:2][C:1]([OH:4])=[O:3]. The yield is 0.380. (7) The yield is 0.560. The product is [S:21]1[CH:22]=[CH:23][C:19]([C:12]2[CH:13]=[CH:14][C:9]([CH:7]=[O:8])=[CH:10][CH:11]=2)=[CH:20]1. The catalyst is C1(P(C2C=CC=CC=2)C2C=CC=CC=2)C=CC=CC=1.[Pd].[Pd].[Pd].[Pd].O. The reactants are C(=O)([O-])[O-].[Na+].[Na+].[CH:7]([C:9]1[CH:14]=[CH:13][C:12](B(O)O)=[CH:11][CH:10]=1)=[O:8].Br[C:19]1[CH:23]=[CH:22][S:21][CH:20]=1.C1(C)C=CC=CC=1. (8) The reactants are [CH3:1][C:2]([C:5]1[CH:30]=[CH:29][C:8]([C:9]([NH:11][C:12]2[S:13][C:14]([CH2:17][S:18][C:19]3[CH:20]=[CH:21][C:22]([CH3:28])=[C:23]([CH:27]=3)[C:24](O)=[O:25])=[CH:15][N:16]=2)=[O:10])=[CH:7][CH:6]=1)([CH3:4])[CH3:3].[N:31]1[CH:36]=[CH:35][CH:34]=[N:33][C:32]=1[N:37]1[CH2:42][CH2:41][NH:40][CH2:39][CH2:38]1.F[P-](F)(F)(F)(F)F.N1(O[P+](N(C)C)(N(C)C)N(C)C)C2C=CC=CC=2N=N1.CN1CCOCC1. The catalyst is CN(C=O)C.C(OCC)(=O)C. The product is [CH3:1][C:2]([C:5]1[CH:30]=[CH:29][C:8]([C:9]([NH:11][C:12]2[S:13][C:14]([CH2:17][S:18][C:19]3[CH:20]=[CH:21][C:22]([CH3:28])=[C:23]([C:24]([N:40]4[CH2:41][CH2:42][N:37]([C:32]5[N:31]=[CH:36][CH:35]=[CH:34][N:33]=5)[CH2:38][CH2:39]4)=[O:25])[CH:27]=3)=[CH:15][N:16]=2)=[O:10])=[CH:7][CH:6]=1)([CH3:4])[CH3:3]. The yield is 0.630. (9) The yield is 0.720. The reactants are Cl[C:2]1[N:7]=[C:6]([C:8]([F:11])([F:10])[F:9])[CH:5]=[CH:4][N:3]=1.[Si]([O:29][CH2:30][C:31]1[C:39]([S:40]([CH3:43])(=[O:42])=[O:41])=[CH:38][C:37]2[N:36]3[CH2:44][CH2:45][NH:46][CH:47]([CH:48]([CH3:50])[CH3:49])[C:35]3=[CH:34][C:33]=2[CH:32]=1)(C(C)(C)C)(C1C=CC=CC=1)C1C=CC=CC=1.CCN(C(C)C)C(C)C. The product is [CH:48]([CH:47]1[C:35]2=[CH:34][C:33]3[CH:32]=[C:31]([CH2:30][OH:29])[C:39]([S:40]([CH3:43])(=[O:42])=[O:41])=[CH:38][C:37]=3[N:36]2[CH2:44][CH2:45][N:46]1[C:2]1[N:7]=[C:6]([C:8]([F:11])([F:10])[F:9])[CH:5]=[CH:4][N:3]=1)([CH3:50])[CH3:49]. The catalyst is CC(O)C.C(Cl)Cl.